From a dataset of Reaction yield outcomes from USPTO patents with 853,638 reactions. Predict the reaction yield, written as a fraction of the theoretical maximum amount of product (1.0 means a 100% yield; for example, 0.34 means a 34% yield). The reactants are [OH:1][C:2]1[CH:7]=[CH:6][C:5]([CH:8]=[CH:9][C:10]([O:12][CH2:13][CH3:14])=[O:11])=[CH:4][C:3]=1[O:15][CH3:16]. The catalyst is C(O)C.[Pd]. The product is [OH:1][C:2]1[CH:7]=[CH:6][C:5]([CH2:8][CH2:9][C:10]([O:12][CH2:13][CH3:14])=[O:11])=[CH:4][C:3]=1[O:15][CH3:16]. The yield is 1.00.